Dataset: Catalyst prediction with 721,799 reactions and 888 catalyst types from USPTO. Task: Predict which catalyst facilitates the given reaction. (1) Reactant: CC(C)([O-])C.[K+].[N+:7](CS(C1C=CC(C)=CC=1)(=O)=O)#[C-:8].[Br:20][C:21]1[C:26]([CH:27]=O)=[CH:25][CH:24]=[CH:23][N:22]=1.CO. Product: [Br:20][C:21]1[C:26]([CH2:27][C:8]#[N:7])=[CH:25][CH:24]=[CH:23][N:22]=1. The catalyst class is: 57. (2) Reactant: [CH:1]([C:3]1[C:4]([OH:12])=[C:5]([CH:9]=[CH:10][CH:11]=1)[C:6]([OH:8])=[O:7])=[O:2].[C:13](Cl)(=O)C(Cl)=O.CO. Product: [CH:1]([C:3]1[C:4]([OH:12])=[C:5]([CH:9]=[CH:10][CH:11]=1)[C:6]([O:8][CH3:13])=[O:7])=[O:2]. The catalyst class is: 120.